Dataset: Catalyst prediction with 721,799 reactions and 888 catalyst types from USPTO. Task: Predict which catalyst facilitates the given reaction. Reactant: [F:1][C:2]1[C:7]([OH:8])=[CH:6][CH:5]=[CH:4][C:3]=1[CH2:9][NH:10][C:11]([C:13]1[CH:14]=[C:15]2[C:20](=[CH:21][CH:22]=1)[N:19]=[CH:18][CH:17]=[CH:16]2)=[O:12].[H-].[Na+].CN(C=O)C.Br[CH2:31][CH2:32][CH:33]=[CH2:34]. Product: [CH2:34]([O:8][C:7]1[C:2]([F:1])=[C:3]([CH2:9][NH:10][C:11]([C:13]2[CH:14]=[C:15]3[C:20](=[CH:21][CH:22]=2)[N:19]=[CH:18][CH:17]=[CH:16]3)=[O:12])[CH:4]=[CH:5][CH:6]=1)[CH2:33][CH:32]=[CH2:31]. The catalyst class is: 6.